This data is from Full USPTO retrosynthesis dataset with 1.9M reactions from patents (1976-2016). The task is: Predict the reactants needed to synthesize the given product. (1) Given the product [C:1]([OH:32])(=[O:31])[CH2:2][CH2:3][C@H:4]([NH:8][C:9]([C:11]1[CH:12]=[CH:13][C:14]([NH:15][CH2:16][C:17]2[N:28]=[C:27]3[C:20]([N:21]=[C:22]([NH:24][C:25]3=[O:26])[NH2:23])=[N:19][CH:18]=2)=[CH:29][CH:30]=1)=[O:10])[C:5]([OH:7])=[O:6].[C:1]([O-:32])(=[O:31])[CH2:2][CH2:3][C@H:4]([NH:8][C:9]([C:11]1[CH:12]=[CH:13][C:14]([NH:15][CH2:16][C:17]2[N:28]=[C:27]3[C:20]([N:21]=[C:22]([NH:24][C:25]3=[O:26])[NH2:23])=[N:19][CH:18]=2)=[CH:29][CH:30]=1)=[O:10])[C:5]([OH:7])=[O:6], predict the reactants needed to synthesize it. The reactants are: [C:1]([OH:32])(=[O:31])[CH2:2][CH2:3][C@H:4]([NH:8][C:9]([C:11]1[CH:30]=[CH:29][C:14]([NH:15][CH2:16][C:17]2[N:28]=[C:27]3[C:20]([N:21]=[C:22]([NH:24][C:25]3=[O:26])[NH2:23])=[N:19][CH:18]=2)=[CH:13][CH:12]=1)=[O:10])[C:5]([OH:7])=[O:6].C(N(CC)CC)C.C1CCC(N=C=NC2CCCCC2)CC1. (2) Given the product [C:1]([O:5][C:6](=[O:17])[NH:7][CH2:8][C:9]1[CH:14]=[CH:13][C:12]([O:15][CH2:19][C:20](=[O:21])[NH2:22])=[C:11]([Br:16])[CH:10]=1)([CH3:4])([CH3:2])[CH3:3], predict the reactants needed to synthesize it. The reactants are: [C:1]([O:5][C:6](=[O:17])[NH:7][CH2:8][C:9]1[CH:14]=[CH:13][C:12]([OH:15])=[C:11]([Br:16])[CH:10]=1)([CH3:4])([CH3:3])[CH3:2].Br[CH2:19][C:20]([NH2:22])=[O:21].C([O-])([O-])=O.[Cs+].[Cs+].